This data is from Forward reaction prediction with 1.9M reactions from USPTO patents (1976-2016). The task is: Predict the product of the given reaction. (1) Given the reactants [C:1]1(/[CH:11]=[CH:12]/[C:13]([O:15][CH2:16][CH3:17])=[O:14])[C:10]2[C:5](=[CH:6][CH:7]=[CH:8][CH:9]=2)[CH:4]=[CH:3][CH:2]=1, predict the reaction product. The product is: [C:1]1([CH2:11][CH2:12][C:13]([O:15][CH2:16][CH3:17])=[O:14])[C:10]2[C:5](=[CH:6][CH:7]=[CH:8][CH:9]=2)[CH:4]=[CH:3][CH:2]=1. (2) Given the reactants [C:12]([O:11][C:9](O[C:9]([O:11][C:12]([CH3:15])([CH3:14])[CH3:13])=[O:10])=[O:10])([CH3:15])([CH3:14])[CH3:13].[F:16][C:17]([F:27])([F:26])[C:18]1[CH:23]=[CH:22][CH:21]=[CH:20][C:19]=1[NH:24][NH2:25], predict the reaction product. The product is: [C:12]([O:11][C:9]([NH:25][NH:24][C:19]1[CH:20]=[CH:21][CH:22]=[CH:23][C:18]=1[C:17]([F:16])([F:27])[F:26])=[O:10])([CH3:13])([CH3:14])[CH3:15]. (3) The product is: [CH3:31][CH2:27][CH2:28][CH2:29][CH2:30][CH2:6][CH2:7][CH2:8][CH2:13][CH2:14][CH2:5][CH2:4][CH2:3][CH3:17]. Given the reactants OC[C:3]([CH3:17])(C)[CH2:4][C:5]1(O)[CH2:14][CH2:13][C:8]2(OCCO2)[CH2:7][CH2:6]1.[CH2:27](P([CH2:27][CH2:28][CH2:29][CH3:30])[CH2:27][CH2:28][CH2:29][CH3:30])[CH2:28][CH2:29][CH3:30].[CH3:31]N(C(/N=N/C(N(C)C)=O)=O)C, predict the reaction product. (4) The product is: [C:16](/[C:15](=[C:6]1/[C:7]2[CH:14]=[CH:13][CH:12]=[CH:11][C:8]=2[O:9][CH2:10][C:4]2[CH:3]=[C:2]([C:30]([O:31][CH2:32][CH2:26][CH3:25])=[O:53])[CH:22]=[CH:21][C:5]/1=2)/[CH2:18][CH2:19][CH3:20])#[N:17].[C:38](/[C:37](=[C:28]1\[C:29]2[CH:36]=[CH:35][CH:34]=[CH:33][C:30]=2[O:31][CH2:32][C:26]2[CH:25]=[C:24]([C:52]([O:53][CH2:54][CH2:48][CH3:47])=[O:75])[CH:44]=[CH:43][C:27]\1=2)/[CH2:40][CH2:41][CH3:42])#[N:39]. Given the reactants Br[C:2]1[CH:22]=[CH:21][C:5]2/[C:6](=[C:15](/[CH2:18][CH2:19][CH3:20])\[C:16]#[N:17])/[C:7]3[CH:14]=[CH:13][CH:12]=[CH:11][C:8]=3[O:9][CH2:10][C:4]=2[CH:3]=1.Br[C:24]1[CH:44]=[CH:43][C:27]2/[C:28](=[C:37](\[CH2:40][CH2:41][CH3:42])/[C:38]#[N:39])/[C:29]3[CH:36]=[CH:35][CH:34]=[CH:33][C:30]=3[O:31][CH2:32][C:26]=2[CH:25]=1.BrC1C=CC2/C(=C3\C(CC#N)C\3)/C3C=CC=C[C:52]=3[O:53][CH2:54][C:48]=2[CH:47]=1.BrC1C=CC2/C(=C3/C(CC#N)C/3)/C3C=CC=CC=3[O:75]CC=2C=1, predict the reaction product.